This data is from Forward reaction prediction with 1.9M reactions from USPTO patents (1976-2016). The task is: Predict the product of the given reaction. (1) Given the reactants [CH3:1][C:2]1([CH3:9])[CH2:7][C:6](=O)[CH2:5][CH2:4][S:3]1.[Si](OS(C(F)(F)F)(=O)=O)(C)(C)C.[CH3:22][O:23][C:24]([C:26]1[CH:27]=[C:28]([Br:35])[CH:29]=[C:30]2[C:34]=1[NH:33][CH:32]=[CH:31]2)=[O:25].[SiH](CC)(CC)CC, predict the reaction product. The product is: [CH3:22][O:23][C:24]([C:26]1[CH:27]=[C:28]([Br:35])[CH:29]=[C:30]2[C:34]=1[NH:33][CH:32]=[C:31]2[CH:6]1[CH2:5][CH2:4][S:3][C:2]([CH3:9])([CH3:1])[CH2:7]1)=[O:25]. (2) Given the reactants [C:1]([C:5]1[CH:6]=[C:7]([CH:22]=O)[C:8]([OH:21])=[C:9]([C:11]2[CH:16]=[CH:15][CH:14]=[C:13]([C:17]([F:20])([F:19])[F:18])[CH:12]=2)[CH:10]=1)([CH3:4])([CH3:3])[CH3:2].[C:24]([NH2:28])([CH3:27])([CH3:26])[CH3:25], predict the reaction product. The product is: [C:1]([C:5]1[CH:10]=[C:9]([C:11]2[CH:16]=[CH:15][CH:14]=[C:13]([C:17]([F:20])([F:19])[F:18])[CH:12]=2)[C:8]([OH:21])=[C:7]([CH2:22][NH:28][C:24]([CH3:27])([CH3:26])[CH3:25])[CH:6]=1)([CH3:2])([CH3:3])[CH3:4]. (3) Given the reactants [F:1][C:2]1[C:15]2[N:14]=[CH:13][C:12]3[N:11]([CH3:16])[CH:10]=[C:9]([C:17]([O:19][CH2:20][CH3:21])=[O:18])[C:8](=[O:22])[C:7]=3[C:6]=2[CH:5]=[CH:4][C:3]=1F.[F:24][C:25]1[CH:26]=[C:27]([N:32]2[CH2:37][CH2:36][NH:35][CH2:34][CH2:33]2)[CH:28]=[CH:29][C:30]=1[CH3:31].O, predict the reaction product. The product is: [F:1][C:2]1[C:15]2[N:14]=[CH:13][C:12]3[N:11]([CH3:16])[CH:10]=[C:9]([C:17]([O:19][CH2:20][CH3:21])=[O:18])[C:8](=[O:22])[C:7]=3[C:6]=2[CH:5]=[CH:4][C:3]=1[N:35]1[CH2:34][CH2:33][N:32]([C:27]2[CH:28]=[CH:29][C:30]([CH3:31])=[C:25]([F:24])[CH:26]=2)[CH2:37][CH2:36]1. (4) Given the reactants [NH2:1][C:2]([N:4]1[CH2:9][CH2:8][CH:7]([C:10]([O:12][CH2:13][CH3:14])=[O:11])[CH2:6][CH2:5]1)=[S:3].Cl[CH:16]([CH3:20])[C:17](=O)[CH3:18], predict the reaction product. The product is: [CH3:20][C:16]1[N:1]=[C:2]([N:4]2[CH2:9][CH2:8][CH:7]([C:10]([O:12][CH2:13][CH3:14])=[O:11])[CH2:6][CH2:5]2)[S:3][C:17]=1[CH3:18]. (5) Given the reactants [Cl:1][C:2]1[CH:7]=[CH:6][N:5]2[N:8]=[C:9]([C:23]3[CH:28]=[CH:27][C:26]([F:29])=[CH:25][CH:24]=3)[C:10]([C:11]3[CH:16]=[CH:15][N:14]=[C:13]([NH:17][CH:18]4[CH2:22][CH2:21][CH2:20][CH2:19]4)[N:12]=3)=[C:4]2[CH:3]=1.C([Li])CCC.[CH2:35]([S:37]SCC)[CH3:36].O, predict the reaction product. The product is: [Cl:1][C:2]1[CH:7]=[C:6]([S:37][CH2:35][CH3:36])[N:5]2[N:8]=[C:9]([C:23]3[CH:24]=[CH:25][C:26]([F:29])=[CH:27][CH:28]=3)[C:10]([C:11]3[CH:16]=[CH:15][N:14]=[C:13]([NH:17][CH:18]4[CH2:19][CH2:20][CH2:21][CH2:22]4)[N:12]=3)=[C:4]2[CH:3]=1. (6) Given the reactants O[C:2]1[CH:7]=[CH:6][N:5]2[C:8]([C:11]3[CH:16]=[CH:15][CH:14]=[CH:13][CH:12]=3)=[CH:9][N:10]=[C:4]2[C:3]=1[C:17]#[N:18].O(Cl)[Cl:20].[P+5].C([O-])(O)=O.[Na+].P(Cl)(Cl)(Cl)=O, predict the reaction product. The product is: [Cl:20][C:2]1[CH:7]=[CH:6][N:5]2[C:8]([C:11]3[CH:16]=[CH:15][CH:14]=[CH:13][CH:12]=3)=[CH:9][N:10]=[C:4]2[C:3]=1[C:17]#[N:18]. (7) Given the reactants Br[C:2]1[CH:3]=[N:4][CH:5]=[CH:6][C:7]=1[CH3:8].C([Li])CCC.[Cl:14][C:15]1[CH:22]=[C:21]([N:23]([CH2:31][CH3:32])[CH:24]2[CH2:29][CH2:28][CH2:27][C:26](=[O:30])[CH2:25]2)[CH:20]=[CH:19][C:16]=1[C:17]#[N:18], predict the reaction product. The product is: [Cl:14][C:15]1[CH:22]=[C:21]([N:23]([CH2:31][CH3:32])[CH:24]2[CH2:29][CH2:28][CH2:27][C:26]([OH:30])([C:2]3[CH:3]=[N:4][CH:5]=[CH:6][C:7]=3[CH3:8])[CH2:25]2)[CH:20]=[CH:19][C:16]=1[C:17]#[N:18]. (8) The product is: [OH:3][CH2:4][C:6]1[C:7]([C:28]([F:29])([F:31])[F:30])=[N:8][N:9]([CH2:11][C:12]2[CH:13]=[C:14]3[C:18](=[CH:19][CH:20]=2)[CH:17]([NH:21][S:22]([CH:25]([CH3:27])[CH3:26])(=[O:24])=[O:23])[CH2:16][CH2:15]3)[CH:10]=1. Given the reactants C([O:3][C:4]([C:6]1[C:7]([C:28]([F:31])([F:30])[F:29])=[N:8][N:9]([CH2:11][C:12]2[CH:13]=[C:14]3[C:18](=[CH:19][CH:20]=2)[CH:17]([NH:21][S:22]([CH:25]([CH3:27])[CH3:26])(=[O:24])=[O:23])[CH2:16][CH2:15]3)[CH:10]=1)=O)C.[H-].C([Al+]CC(C)C)C(C)C, predict the reaction product. (9) Given the reactants [Br:1][CH2:2][C:3]1([CH2:17]O)[CH2:6][N:5]([S:7]([C:10]2[CH:15]=[CH:14][C:13]([CH3:16])=[CH:12][CH:11]=2)(=[O:9])=[O:8])[CH2:4]1.C(Br)(Br)(Br)[Br:20].C1C=CC(P(C2C=CC=CC=2)C2C=CC=CC=2)=CC=1.CCOCC, predict the reaction product. The product is: [Br:1][CH2:2][C:3]1([CH2:17][Br:20])[CH2:6][N:5]([S:7]([C:10]2[CH:15]=[CH:14][C:13]([CH3:16])=[CH:12][CH:11]=2)(=[O:9])=[O:8])[CH2:4]1.